Task: Predict which catalyst facilitates the given reaction.. Dataset: Catalyst prediction with 721,799 reactions and 888 catalyst types from USPTO (1) Reactant: [Cl:1][C:2]1[CH:31]=[C:30]([O:32][CH2:33][CH:34]2[CH2:36][CH2:35]2)[CH:29]=[CH:28][C:3]=1[O:4][C:5]1[S:6][C:7]([C:10]2[CH:14]=[C:13]([CH:15]([N:17]3C(=O)C4C(=CC=CC=4)C3=O)[CH3:16])[O:12][N:11]=2)=[CH:8][N:9]=1.O.NN. Product: [Cl:1][C:2]1[CH:31]=[C:30]([O:32][CH2:33][CH:34]2[CH2:36][CH2:35]2)[CH:29]=[CH:28][C:3]=1[O:4][C:5]1[S:6][C:7]([C:10]2[CH:14]=[C:13]([CH:15]([NH2:17])[CH3:16])[O:12][N:11]=2)=[CH:8][N:9]=1. The catalyst class is: 8. (2) Reactant: [F:1][C:2]1[CH:3]=[C:4]2[C:8](=[CH:9][CH:10]=1)[N:7]([S:11]([C:14]1[CH:19]=[CH:18][C:17]([CH3:20])=[CH:16][CH:15]=1)(=[O:13])=[O:12])[CH:6]=[C:5]2[S:21](Cl)(=[O:23])=[O:22].[NH:25]1[CH2:30][CH2:29][O:28][CH2:27][CH2:26]1. Product: [F:1][C:2]1[CH:3]=[C:4]2[C:8](=[CH:9][CH:10]=1)[N:7]([S:11]([C:14]1[CH:19]=[CH:18][C:17]([CH3:20])=[CH:16][CH:15]=1)(=[O:13])=[O:12])[CH:6]=[C:5]2[S:21]([N:25]1[CH2:30][CH2:29][O:28][CH2:27][CH2:26]1)(=[O:23])=[O:22]. The catalyst class is: 34. (3) Reactant: Cl[C:2]1[C:3](=[O:16])[NH:4][C:5]2[C:10]([N:11]=1)=[CH:9][C:8]([C:12]([O:14][CH3:15])=[O:13])=[CH:7][CH:6]=2.CC[N:19]([CH:23]([CH3:25])[CH3:24])[CH:20](C)C.Cl.CNC1CC1. Product: [CH:23]1([N:19]([CH3:20])[C:2]2[C:3](=[O:16])[NH:4][C:5]3[C:10]([N:11]=2)=[CH:9][C:8]([C:12]([O:14][CH3:15])=[O:13])=[CH:7][CH:6]=3)[CH2:24][CH2:25]1. The catalyst class is: 58. (4) Reactant: C([O:8][C:9]1[CH:10]=[C:11]([C:15]2[CH:19]=[C:18]([NH:20]/[C:21](/[NH:35][C:36]([CH3:39])([CH3:38])[CH3:37])=[N:22]\[C:23](=[O:34])[C:24]3[CH:29]=[CH:28][C:27]([C:30]([F:33])([F:32])[F:31])=[CH:26][CH:25]=3)[NH:17][N:16]=2)[CH:12]=[CH:13][CH:14]=1)C1C=CC=CC=1.[H][H]. Product: [C:36]([NH:35]/[C:21](/[NH:20][C:18]1[NH:17][N:16]=[C:15]([C:11]2[CH:12]=[CH:13][CH:14]=[C:9]([OH:8])[CH:10]=2)[CH:19]=1)=[N:22]/[C:23](=[O:34])[C:24]1[CH:25]=[CH:26][C:27]([C:30]([F:32])([F:33])[F:31])=[CH:28][CH:29]=1)([CH3:39])([CH3:37])[CH3:38]. The catalyst class is: 19. (5) Reactant: [Cl:1][C:2]1[CH:3]=[C:4]([NH:9][C:10]([C:12]2[CH:13]3[O:28][CH:16]([C:17]=2[C:18]2[CH:23]=[CH:22][CH:21]=[C:20]([C:24]([F:27])([F:26])[F:25])[N:19]=2)[CH2:15][CH2:14]3)=[O:11])[CH:5]=[CH:6][C:7]=1[Cl:8]. Product: [Cl:1][C:2]1[CH:3]=[C:4]([NH:9][C:10]([C@@H:12]2[C@H:17]([C:18]3[CH:23]=[CH:22][CH:21]=[C:20]([C:24]([F:25])([F:26])[F:27])[N:19]=3)[C@H:16]3[O:28][C@@H:13]2[CH2:14][CH2:15]3)=[O:11])[CH:5]=[CH:6][C:7]=1[Cl:8]. The catalyst class is: 45. (6) Reactant: [CH2:1]([O:3][CH:4]([CH2:9][C:10]1[CH:15]=[CH:14][C:13]([O:16][CH2:17][CH2:18][N:19]2[C:23]3=[N:24][CH:25]=[C:26]([C:28](=[N:35][O:36][CH3:37])[C:29]4[CH:34]=[CH:33][CH:32]=[CH:31][CH:30]=4)[CH:27]=[C:22]3[CH:21]=[CH:20]2)=[CH:12][CH:11]=1)[C:5]([O:7]C)=[O:6])[CH3:2].O.[OH-].[Li+]. Product: [CH2:1]([O:3][CH:4]([CH2:9][C:10]1[CH:11]=[CH:12][C:13]([O:16][CH2:17][CH2:18][N:19]2[C:23]3=[N:24][CH:25]=[C:26]([C:28](=[N:35][O:36][CH3:37])[C:29]4[CH:30]=[CH:31][CH:32]=[CH:33][CH:34]=4)[CH:27]=[C:22]3[CH:21]=[CH:20]2)=[CH:14][CH:15]=1)[C:5]([OH:7])=[O:6])[CH3:2]. The catalyst class is: 30.